Dataset: Reaction yield outcomes from USPTO patents with 853,638 reactions. Task: Predict the reaction yield, written as a fraction of the theoretical maximum amount of product (1.0 means a 100% yield; for example, 0.34 means a 34% yield). (1) The reactants are Cl.[NH2:2][CH2:3][C:4]1[CH:5]=[C:6]2[C:11](=[CH:12][CH:13]=1)[N:10]=[C:9]([CH3:14])[N:8]([CH:15]1[CH2:20][CH2:19][C:18](=[O:21])[NH:17][C:16]1=[O:22])[C:7]2=[O:23].C(N(CC)CC)C.[CH2:31]([N:37]=[C:38]=[O:39])[CH2:32][CH2:33][CH2:34][CH2:35][CH3:36]. The catalyst is C1COCC1. The product is [O:22]=[C:16]1[CH:15]([N:8]2[C:7](=[O:23])[C:6]3[C:11](=[CH:12][CH:13]=[C:4]([CH2:3][NH:2][C:38]([NH:37][CH2:31][CH2:32][CH2:33][CH2:34][CH2:35][CH3:36])=[O:39])[CH:5]=3)[N:10]=[C:9]2[CH3:14])[CH2:20][CH2:19][C:18](=[O:21])[NH:17]1. The yield is 0.650. (2) The reactants are [C:1]([O:5][C:6]([N:8]1[CH2:13][CH2:12][CH:11]([C:14]2[N:15]([CH2:20][CH2:21]OS(C)(=O)=O)[CH:16]=[C:17]([Br:19])[N:18]=2)[CH2:10][CH2:9]1)=[O:7])([CH3:4])([CH3:3])[CH3:2].[CH3:27][NH:28][CH3:29]. The catalyst is C(#N)C. The product is [C:1]([O:5][C:6]([N:8]1[CH2:13][CH2:12][CH:11]([C:14]2[N:15]([CH2:20][CH2:21][N:28]([CH3:29])[CH3:27])[CH:16]=[C:17]([Br:19])[N:18]=2)[CH2:10][CH2:9]1)=[O:7])([CH3:4])([CH3:3])[CH3:2]. The yield is 0.833. (3) The product is [Cl:20][C:21]1[CH:22]=[CH:23][C:24]([C:27]2([C:6]([NH:7][S:8]([N:11]3[CH2:12][CH2:13][C:14]([F:17])([F:18])[CH2:15][CH2:16]3)(=[O:9])=[O:10])=[O:19])[CH:31]([C:32]3[CH:33]=[CH:34][CH:35]=[CH:36][CH:37]=3)[CH2:30][NH:29][NH:28]2)=[CH:25][CH:26]=1. The yield is 0.760. The catalyst is C1(C)C=CC=CC=1. The reactants are C(O[C:6](=[O:19])[NH:7][S:8]([N:11]1[CH2:16][CH2:15][C:14]([F:18])([F:17])[CH2:13][CH2:12]1)(=[O:10])=[O:9])(C)(C)C.[Cl:20][C:21]1[CH:26]=[CH:25][C:24]([C:27]2[CH:31]([C:32]3[CH:37]=[CH:36][CH:35]=[CH:34][CH:33]=3)[CH2:30][NH:29][N:28]=2)=[CH:23][CH:22]=1. (4) The reactants are [N:1]1[CH:6]=[CH:5][CH:4]=[CH:3][C:2]=1[C:7]1[N:11]=[C:10]([C:12]2[CH:17]=[C:16]([OH:18])[CH:15]=[C:14]([C:19]#[N:20])[CH:13]=2)[O:9][N:8]=1.C(=O)([O-])[O-].[K+].[K+].I[CH:28]([CH3:30])[CH3:29]. The catalyst is CN(C)C=O.ClCCl. The product is [N:1]1[CH:6]=[CH:5][CH:4]=[CH:3][C:2]=1[C:7]1[N:11]=[C:10]([C:12]2[CH:17]=[C:16]([O:18][CH:28]([CH3:30])[CH3:29])[CH:15]=[C:14]([C:19]#[N:20])[CH:13]=2)[O:9][N:8]=1. The yield is 0.680. (5) The reactants are [CH2:1]([NH:8][C:9]([C:11]1[S:15][C:14]([N:16]2[CH2:20][CH2:19][CH2:18][C:17]2=[O:21])=[N:13][C:12]=1[CH3:22])=[O:10])[C:2]1[CH:7]=[CH:6][CH:5]=[CH:4][CH:3]=1.Br[CH2:24][C:25]1[CH:30]=[CH:29][C:28]([O:31][CH:32]([F:34])[F:33])=[CH:27][CH:26]=1. No catalyst specified. The product is [CH2:1]([NH:8][C:9]([C:11]1[S:15][C:14]([N:16]2[CH2:20][CH2:19][CH:18]([CH2:24][C:25]3[CH:26]=[CH:27][C:28]([O:31][CH:32]([F:33])[F:34])=[CH:29][CH:30]=3)[C:17]2=[O:21])=[N:13][C:12]=1[CH3:22])=[O:10])[C:2]1[CH:7]=[CH:6][CH:5]=[CH:4][CH:3]=1. The yield is 0.270.